From a dataset of Forward reaction prediction with 1.9M reactions from USPTO patents (1976-2016). Predict the product of the given reaction. Given the reactants [CH:1]12[CH:10]3[CH2:11][CH:7]([CH2:8][CH2:9]3)[CH:6]1[CH:5]1[CH2:12][CH:2]2[CH:3]=[CH:4]1.[C:13]([C:16]1([CH2:23][C:24]([O:26][CH3:27])=[O:25])[CH2:21][CH:20]2[CH2:22][CH:17]1[CH:18]=[CH:19]2)([OH:15])=[O:14], predict the reaction product. The product is: [CH:1]12[CH:10]3[CH2:11][CH:7]([CH2:8][CH2:9]3)[CH:6]1[CH:5]1[CH2:12][CH:2]2[CH:3]=[CH:4]1.[C:13]([C:16]1([CH2:23][C:24]([O:26][CH3:27])=[O:25])[CH2:21][CH:20]2[CH2:22][CH:17]1[CH:18]=[CH:19]2)([OH:15])=[O:14].